From a dataset of Catalyst prediction with 721,799 reactions and 888 catalyst types from USPTO. Predict which catalyst facilitates the given reaction. Reactant: [CH3:1][O:2][C:3]1[CH:4]=[C:5]2[C:10](=[CH:11][C:12]=1[N+:13]([O-:15])=[O:14])[CH2:9][NH:8][CH2:7][CH2:6]2.I[CH:17]([CH3:19])[CH3:18].C(=O)([O-])[O-].[K+].[K+]. Product: [CH3:18][CH:17]([N:8]1[CH2:7][CH2:6][C:5]2[C:10](=[CH:11][C:12]([N+:13]([O-:15])=[O:14])=[C:3]([O:2][CH3:1])[CH:4]=2)[CH2:9]1)[CH3:19]. The catalyst class is: 10.